From a dataset of Full USPTO retrosynthesis dataset with 1.9M reactions from patents (1976-2016). Predict the reactants needed to synthesize the given product. (1) Given the product [C:1]([O:5][C:6]([NH:8][C@H:9]([C:17]([N:21]1[CH2:29][CH2:28][CH2:27][C@H:22]1[C:23]([OH:25])=[O:24])=[O:19])[CH2:10][C:11]1[CH:16]=[CH:15][CH:14]=[CH:13][N:12]=1)=[O:7])([CH3:2])([CH3:3])[CH3:4], predict the reactants needed to synthesize it. The reactants are: [C:1]([O:5][C:6]([NH:8][C@H:9]([C:17]([OH:19])=O)[CH2:10][C:11]1[CH:16]=[CH:15][CH:14]=[CH:13][N:12]=1)=[O:7])([CH3:4])([CH3:3])[CH3:2].Cl.[NH:21]1[CH2:29][CH2:28][CH2:27][C@H:22]1[C:23]([O:25]C)=[O:24].C(N(CC)CC)C.C1C=NC2N(O)N=NC=2C=1.C(Cl)CCl. (2) The reactants are: [N:1]1([C:5]2[C:10]3=[C:11]([C:15]4[CH:16]=[N:17][N:18]([CH3:20])[CH:19]=4)[N:12]=[C:13]([CH3:14])[N:9]3[N:8]=[CH:7][N:6]=2)[CH2:4][CH2:3][CH2:2]1.[CH3:21][O:22][C:23]1[CH:28]=[CH:27]C(CNC)=[CH:25][CH:24]=1.Cl.N1CCC1. Given the product [CH3:21][O:22][C:23]1[CH:28]=[CH:27][C:3]([CH2:4][N:1]([CH3:2])[C:5]2[C:10]3=[C:11]([C:15]4[CH:16]=[N:17][N:18]([CH3:20])[CH:19]=4)[N:12]=[C:13]([CH3:14])[N:9]3[N:8]=[CH:7][N:6]=2)=[CH:25][CH:24]=1, predict the reactants needed to synthesize it. (3) Given the product [CH3:14][O:15][C:16](=[O:19])[CH2:17][N:1]1[CH:5]=[CH:4][N:3]=[CH:2]1, predict the reactants needed to synthesize it. The reactants are: [NH:1]1[CH:5]=[CH:4][N:3]=[CH:2]1.[OH-].[K+].C(=O)([O-])[O-].[K+].[K+].[CH3:14][O:15][C:16](=[O:19])[CH2:17]Br.